This data is from Reaction yield outcomes from USPTO patents with 853,638 reactions. The task is: Predict the reaction yield, written as a fraction of the theoretical maximum amount of product (1.0 means a 100% yield; for example, 0.34 means a 34% yield). (1) The reactants are [CH2:1]=O.[C:3]([NH2:7])([CH3:6])([CH3:5])[CH3:4].[Cl:8][C:9]1[CH:14]=[CH:13][C:12]([C:15]2[C:20](O)=CC=[C:17]([C:22]3[CH:27]=[CH:26][C:25]([Cl:28])=[CH:24][CH:23]=3)[N:16]=2)=[CH:11][CH:10]=1.[CH2:29]([OH:32])[CH2:30][CH3:31]. No catalyst specified. The product is [C:3]([N:7]1[CH2:31][C:30]2[CH:20]=[C:15]([C:12]3[CH:11]=[CH:10][C:9]([Cl:8])=[CH:14][CH:13]=3)[N:16]=[C:17]([C:22]3[CH:27]=[CH:26][C:25]([Cl:28])=[CH:24][CH:23]=3)[C:29]=2[O:32][CH2:1]1)([CH3:6])([CH3:5])[CH3:4]. The yield is 0.250. (2) The reactants are OC1C=C(N[C:9]2[N:14]=[C:13]([NH:15][C:16]3[CH:21]=[CH:20][CH:19]=[C:18]([OH:22])[CH:17]=3)[C:12]([F:23])=[CH:11][N:10]=2)C=CC=1.[OH:24][C:25]1[C:26]([CH3:32])=[C:27]([CH:29]=[CH:30][CH:31]=1)[NH2:28].Cl[C:34]1N=C(Cl)C(F)=CN=1. The product is [OH:24][C:25]1[C:26]([CH3:32])=[C:27]([NH:28][C:9]2[N:14]=[C:13]([NH:15][C:16]3[CH:21]=[CH:20][CH:19]=[C:18]([OH:22])[C:17]=3[CH3:34])[C:12]([F:23])=[CH:11][N:10]=2)[CH:29]=[CH:30][CH:31]=1. The yield is 0.880. No catalyst specified. (3) The reactants are FC1C=C(F)C=CC=1C(O[C:7]1[CH:12]=[C:11]([CH3:13])[C:10]([CH3:14])=[CH:9][C:8]=1[NH:15][C:16](=[O:25])[C:17]1[CH:22]=[CH:21][C:20]([F:23])=[CH:19][C:18]=1[F:24])=O.CC1C=CC(S(O)(=O)=O)=CC=1. The catalyst is C1(C)C(C)=CC=CC=1.C(OCC)(=O)C. The product is [F:24][C:18]1[CH:19]=[C:20]([F:23])[CH:21]=[CH:22][C:17]=1[C:16]1[O:25][C:7]2[CH:12]=[C:11]([CH3:13])[C:10]([CH3:14])=[CH:9][C:8]=2[N:15]=1. The yield is 0.640. (4) The yield is 0.340. No catalyst specified. The product is [OH:33][C:28]1[CH:29]=[CH:30][CH:31]=[CH:32][C:27]=1[C:24]1[O:23][C:22]([C:9](=[O:8])[CH2:10][CH2:11][CH2:12][CH2:13][CH2:14][CH2:15][C:16]2[CH:17]=[CH:18][CH:19]=[CH:20][CH:21]=2)=[N:26][CH:25]=1. The reactants are [Si]([O:8][CH:9]([C:22]1[O:23][C:24]([C:27]2[CH:32]=[CH:31][CH:30]=[CH:29][C:28]=2[OH:33])=[CH:25][N:26]=1)[CH2:10][CH2:11][CH2:12][CH2:13][CH2:14][CH2:15][C:16]1[CH:21]=[CH:20][CH:19]=[CH:18][CH:17]=1)(C(C)(C)C)(C)C.[Si](OC(C1OC([Sn](CCCC)(CCCC)CCCC)=CN=1)CCCCCCC1C=CC=CC=1)(C(C)(C)C)(C)C.IC1C=CC=CC=1O. (5) The reactants are [CH3:1][C:2]1[CH:3]=[C:4]([CH:6]=[CH:7][CH:8]=1)[NH2:5].[Cl:9][CH2:10][C:11](Cl)=[O:12]. The catalyst is [OH-].[Na+].ClCCl. The product is [Cl:9][CH2:10][C:11]([NH:5][C:4]1[CH:6]=[CH:7][CH:8]=[C:2]([CH3:1])[CH:3]=1)=[O:12]. The yield is 0.760. (6) The reactants are [CH3:1][O:2][C:3]1[N:4]=[C:5]2[C:10](=[CH:11][CH:12]=1)[N:9]=[CH:8][C:7]([C:13]([OH:15])=[O:14])=[CH:6]2.[O:16]1[C:21]2[CH:22]=[CH:23][C:24]([CH2:26][NH:27][C@H:28]3[CH2:33][CH2:32][C@H:31]([CH2:34]O)[CH2:30][CH2:29]3)=[CH:25][C:20]=2[O:19][CH2:18][CH2:17]1.Cl.CN(C)CCCN=C=NCC. The catalyst is CN(C)C=O.CN(C)C1C=CN=CC=1. The product is [O:16]1[C:21]2[CH:22]=[CH:23][C:24]([CH2:26][NH:27][C@H:28]3[CH2:33][CH2:32][C@H:31]([CH2:34][O:14][C:13]([C:7]4[CH:8]=[N:9][C:10]5[C:5]([CH:6]=4)=[N:4][C:3]([O:2][CH3:1])=[CH:12][CH:11]=5)=[O:15])[CH2:30][CH2:29]3)=[CH:25][C:20]=2[O:19][CH2:18][CH2:17]1. The yield is 0.150. (7) The reactants are [Cl:1][C:2]1[C:11]2[C:6](=[CH:7][C:8]([CH:12]=O)=[CH:9][CH:10]=2)[N:5]=[C:4]([CH3:14])[CH:3]=1.[NH2:15][C:16]1[CH:23]=[CH:22][C:19]([C:20]#[N:21])=[C:18]([C:24]([F:27])([F:26])[F:25])[CH:17]=1.Cl.[BH4-].[Na+]. The catalyst is C(O)C. The product is [Cl:1][C:2]1[C:11]2[C:6](=[CH:7][C:8]([CH2:12][NH:15][C:16]3[CH:23]=[CH:22][C:19]([C:20]#[N:21])=[C:18]([C:24]([F:25])([F:26])[F:27])[CH:17]=3)=[CH:9][CH:10]=2)[N:5]=[C:4]([CH3:14])[CH:3]=1. The yield is 0.370. (8) The reactants are [CH:1]([N:4]1[C:8]([C:9]2[N:18]=[C:17]3[N:11]([CH2:12][CH2:13][O:14][C:15]4[CH:22]=[C:21]([C:23]5[CH2:28][CH2:27][NH:26][CH2:25][C:24]=5[C:29]([NH2:31])=[O:30])[CH:20]=[CH:19][C:16]=43)[CH:10]=2)=[N:7][CH:6]=[N:5]1)([CH3:3])[CH3:2].C=O.[C:34](O[BH-](OC(=O)C)OC(=O)C)(=O)C.[Na+].C(O)(=O)C.C(=O)([O-])O.[Na+]. The catalyst is C(Cl)Cl.CO. The product is [CH:1]([N:4]1[C:8]([C:9]2[N:18]=[C:17]3[C:16]4[CH:19]=[CH:20][C:21]([C:23]5[CH2:28][CH2:27][N:26]([CH3:34])[CH2:25][C:24]=5[C:29]([NH2:31])=[O:30])=[CH:22][C:15]=4[O:14][CH2:13][CH2:12][N:11]3[CH:10]=2)=[N:7][CH:6]=[N:5]1)([CH3:3])[CH3:2]. The yield is 0.620. (9) The reactants are [NH2:1][CH2:2][CH2:3][CH2:4][Si](OC)(OC)OC.C=O.[C:14]1([OH:24])C2[C:18](=CC=CC=2)[CH:17]=[CH:16][CH:15]=1. The catalyst is C1(C)C=CC=CC=1. The product is [O:24]1[C:14]2[CH:15]=[CH:16][CH:17]=[CH:18][C:4]=2[CH:3]=[CH:2][NH:1]1. The yield is 0.800. (10) The reactants are C(OC([NH:8][C:9](=[NH:40])[C:10]1[S:14][C:13]([S:15][CH3:16])=[C:12]([S:17]([C:20]2[CH:21]=[C:22]([C:26]3[C:31]([CH3:32])=[CH:30][CH:29]=[CH:28][C:27]=3[CH2:33][O:34][CH2:35][CH2:36][C:37]([OH:39])=[O:38])[CH:23]=[CH:24][CH:25]=2)(=[O:19])=[O:18])[CH:11]=1)=O)(C)(C)C. The catalyst is C(O)(C(F)(F)F)=O.C(Cl)Cl. The product is [C:9]([C:10]1[S:14][C:13]([S:15][CH3:16])=[C:12]([S:17]([C:20]2[CH:21]=[C:22]([C:26]3[C:31]([CH3:32])=[CH:30][CH:29]=[CH:28][C:27]=3[CH2:33][O:34][CH2:35][CH2:36][C:37]([OH:39])=[O:38])[CH:23]=[CH:24][CH:25]=2)(=[O:19])=[O:18])[CH:11]=1)(=[NH:8])[NH2:40]. The yield is 0.690.